From a dataset of Reaction yield outcomes from USPTO patents with 853,638 reactions. Predict the reaction yield, written as a fraction of the theoretical maximum amount of product (1.0 means a 100% yield; for example, 0.34 means a 34% yield). (1) The reactants are C([O:5][C:6]([C:8]1[C:9]([CH3:50])=[C:10]2[C:14](=[CH:15][CH:16]=1)[CH:13]([NH:17][CH2:18][C:19]1[N:24]3[N:25]=[CH:26][C:27]([C:28](=[O:37])[NH:29][C:30]4[CH:35]=[CH:34][CH:33]=[CH:32][C:31]=4[Cl:36])=[C:23]3[N:22]=[C:21]([C:38](=[O:49])[NH:39][CH2:40][C:41]3[CH:46]=[CH:45][C:44]([F:47])=[C:43]([F:48])[CH:42]=3)[CH:20]=1)[CH2:12][CH2:11]2)=[O:7])(C)(C)C.FC(F)(F)C(O)=O. The catalyst is C(Cl)Cl. The product is [Cl:36][C:31]1[CH:32]=[CH:33][CH:34]=[CH:35][C:30]=1[NH:29][C:28]([C:27]1[CH:26]=[N:25][N:24]2[C:19]([CH2:18][NH:17][CH:13]3[C:14]4[C:10](=[C:9]([CH3:50])[C:8]([C:6]([OH:7])=[O:5])=[CH:16][CH:15]=4)[CH2:11][CH2:12]3)=[CH:20][C:21]([C:38](=[O:49])[NH:39][CH2:40][C:41]3[CH:46]=[CH:45][C:44]([F:47])=[C:43]([F:48])[CH:42]=3)=[N:22][C:23]=12)=[O:37]. The yield is 0.800. (2) The reactants are [C:1]([C:5]1[CH:9]=[C:8]([C:10]([O:12]CC)=[O:11])[N:7]([CH2:15][CH2:16][N:17]([CH3:19])[CH3:18])[N:6]=1)([CH3:4])([CH3:3])[CH3:2].[Li+].[OH-]. The catalyst is C1COCC1. The product is [C:1]([C:5]1[CH:9]=[C:8]([C:10]([OH:12])=[O:11])[N:7]([CH2:15][CH2:16][N:17]([CH3:19])[CH3:18])[N:6]=1)([CH3:4])([CH3:2])[CH3:3]. The yield is 0.290.